From a dataset of Full USPTO retrosynthesis dataset with 1.9M reactions from patents (1976-2016). Predict the reactants needed to synthesize the given product. (1) Given the product [Cl:1][C:2]1[CH:3]=[C:4]([CH:28]=[CH:29][C:30]=1[OH:31])[C:5]([N:7]([CH3:27])[C:8]1[CH:13]=[CH:12][C:11]([O:14][C:15]2[CH:16]=[CH:17][CH:18]=[CH:19][CH:20]=2)=[CH:10][C:9]=1[C:21]([NH:23][CH:24]([CH3:26])[CH3:25])=[O:22])=[O:6], predict the reactants needed to synthesize it. The reactants are: [Cl:1][C:2]1[CH:3]=[C:4]([CH:28]=[CH:29][C:30]=1[O:31]CC1C=CC(OC)=C(OC)C=1)[C:5]([N:7]([CH3:27])[C:8]1[CH:13]=[CH:12][C:11]([O:14][C:15]2[CH:20]=[CH:19][CH:18]=[CH:17][CH:16]=2)=[CH:10][C:9]=1[C:21]([NH:23][CH:24]([CH3:26])[CH3:25])=[O:22])=[O:6].C(O)(C(F)(F)F)=O. (2) Given the product [CH3:71][C:62]1[CH:61]=[C:60]([NH:59][C:13]2[CH:14]=[CH:15][C:10]([S:7]([NH:6][C:2]3[S:1][CH:5]=[CH:4][N:3]=3)(=[O:9])=[O:8])=[N:11][CH:12]=2)[N:64]([C:65]2[CH:66]=[CH:67][CH:68]=[CH:69][CH:70]=2)[N:63]=1, predict the reactants needed to synthesize it. The reactants are: [S:1]1[CH:5]=[CH:4][N:3]=[C:2]1[NH:6][S:7]([C:10]1[CH:15]=[CH:14][C:13](Br)=[CH:12][N:11]=1)(=[O:9])=[O:8].CC1(C)C2C=CC=C(P(C3C=CC=CC=3)C3C=CC=CC=3)C=2OC2C1=CC=CC=2P(C1C=CC=CC=1)C1C=CC=CC=1.[NH2:59][C:60]1[N:64]([C:65]2[CH:70]=[CH:69][CH:68]=[CH:67][CH:66]=2)[N:63]=[C:62]([CH3:71])[CH:61]=1.CN(C)C(=O)C.CC(C)([O-])C.[Na+].